Dataset: Peptide-MHC class II binding affinity with 134,281 pairs from IEDB. Task: Regression. Given a peptide amino acid sequence and an MHC pseudo amino acid sequence, predict their binding affinity value. This is MHC class II binding data. (1) The peptide sequence is LALVGFLGGLITGTS. The MHC is DRB1_0901 with pseudo-sequence DRB1_0901. The binding affinity (normalized) is 0.617. (2) The peptide sequence is RQHGSEEWEPLTKKG. The MHC is DRB4_0101 with pseudo-sequence DRB4_0103. The binding affinity (normalized) is 0.141. (3) The peptide sequence is EVKSFQWTQALRREL. The MHC is DRB1_1101 with pseudo-sequence DRB1_1101. The binding affinity (normalized) is 0.781. (4) The binding affinity (normalized) is 0.900. The MHC is DRB1_0101 with pseudo-sequence DRB1_0101. The peptide sequence is LVSFLLLAGRSCGMY. (5) The peptide sequence is AVQVTFTVQKGSDPK. The MHC is DRB1_0405 with pseudo-sequence DRB1_0405. The binding affinity (normalized) is 0.198. (6) The peptide sequence is AHCIGITDRDFIEGV. The MHC is DRB1_0405 with pseudo-sequence DRB1_0405. The binding affinity (normalized) is 0.